This data is from Forward reaction prediction with 1.9M reactions from USPTO patents (1976-2016). The task is: Predict the product of the given reaction. (1) Given the reactants Cl[C:2]1[CH:3]=[CH:4][C:5]([O:12][CH2:13][C:14]2[CH:19]=[CH:18][CH:17]=[CH:16][CH:15]=2)=[C:6]([CH2:8][C:9](=[S:11])[NH2:10])[CH:7]=1.C1(COC2C=CC([C:34]([F:37])([F:36])[F:35])=CC=2CC(N)=O)C=CC=CC=1, predict the reaction product. The product is: [C:14]1([CH2:13][O:12][C:5]2[CH:4]=[CH:3][C:2]([C:34]([F:37])([F:36])[F:35])=[CH:7][C:6]=2[CH2:8][C:9](=[S:11])[NH2:10])[CH:19]=[CH:18][CH:17]=[CH:16][CH:15]=1. (2) Given the reactants OC[CH:3]1[CH2:8][CH2:7][NH:6][CH2:5][CH2:4]1.CCN(C(C)C)C(C)C.[CH2:18](Br)[C:19]1[CH:24]=[CH:23][CH:22]=[CH:21][CH:20]=1, predict the reaction product. The product is: [CH2:18]([N:6]1[CH2:5][CH2:4][CH2:3][CH2:8][CH2:7]1)[C:19]1[CH:24]=[CH:23][CH:22]=[CH:21][CH:20]=1. (3) Given the reactants Cl.FC1C=C(C=CC=1)CN1C=C(C2C3C(=NC=C(C4C=CC(C5CCNCC5)=CC=4)C=3)N(S(C3C=CC(C)=CC=3)(=O)=O)C=2)C=N1.[N:46]1[CH:51]=[CH:50][CH:49]=[CH:48][C:47]=1[CH2:52][N:53]1[CH:57]=[C:56]([C:58]2[C:66]3[C:61](=[N:62][CH:63]=[C:64]([C:67]4[CH:72]=[CH:71][C:70]([CH:73]5[CH2:78][CH2:77][N:76]([C:79]([O:81][C:82]([CH3:85])([CH3:84])[CH3:83])=[O:80])[CH2:75][CH2:74]5)=[CH:69][CH:68]=4)[CH:65]=3)[N:60](S(C3C=CC(C)=CC=3)(=O)=O)[CH:59]=2)[CH:55]=[N:54]1.[OH-].[Li+], predict the reaction product. The product is: [N:46]1[CH:51]=[CH:50][CH:49]=[CH:48][C:47]=1[CH2:52][N:53]1[CH:57]=[C:56]([C:58]2[C:66]3[C:61](=[N:62][CH:63]=[C:64]([C:67]4[CH:68]=[CH:69][C:70]([CH:73]5[CH2:74][CH2:75][N:76]([C:79]([O:81][C:82]([CH3:85])([CH3:84])[CH3:83])=[O:80])[CH2:77][CH2:78]5)=[CH:71][CH:72]=4)[CH:65]=3)[NH:60][CH:59]=2)[CH:55]=[N:54]1. (4) Given the reactants [O:1]=[S:2]1(=[O:32])[C:7]2[CH:8]=[CH:9][CH:10]=[CH:11][C:6]=2[NH:5][C:4]([C:12]2[C:13](=[O:31])[N:14]([N:23]=[C:24]3[CH2:29][CH2:28][CH2:27][C@@H:26]([CH3:30])[CH2:25]3)[C:15]3[C:20]([C:21]=2[OH:22])=[CH:19][CH:18]=[CH:17][CH:16]=3)=[N:3]1.CO.[BH4-].[Li+].Cl, predict the reaction product. The product is: [O:32]=[S:2]1(=[O:1])[C:7]2[CH:8]=[CH:9][CH:10]=[CH:11][C:6]=2[NH:5][C:4]([C:12]2[C:13](=[O:31])[N:14]([NH:23][CH:24]3[CH2:29][CH2:28][CH2:27][C@@H:26]([CH3:30])[CH2:25]3)[C:15]3[C:20]([C:21]=2[OH:22])=[CH:19][CH:18]=[CH:17][CH:16]=3)=[N:3]1. (5) Given the reactants [F:1][C:2]([F:39])([F:38])[CH2:3][N:4]1[C:8]2[N:9]=[C:10]([C:19]3[CH:24]=[CH:23][C:22]([NH:25][C:26]([NH:28][C:29]4[CH:37]=[CH:36][C:32]([C:33]([OH:35])=O)=[CH:31][CH:30]=4)=[O:27])=[CH:21][CH:20]=3)[N:11]=[C:12]([N:13]3[CH2:18][CH2:17][O:16][CH2:15][CH2:14]3)[C:7]=2[CH:6]=[CH:5]1.[CH3:40][N:41]1[CH2:46][CH2:45][NH:44][CH2:43][CH2:42]1, predict the reaction product. The product is: [CH3:40][N:41]1[CH2:46][CH2:45][N:44]([C:33]([C:32]2[CH:31]=[CH:30][C:29]([NH:28][C:26]([NH:25][C:22]3[CH:23]=[CH:24][C:19]([C:10]4[N:11]=[C:12]([N:13]5[CH2:14][CH2:15][O:16][CH2:17][CH2:18]5)[C:7]5[CH:6]=[CH:5][N:4]([CH2:3][C:2]([F:38])([F:39])[F:1])[C:8]=5[N:9]=4)=[CH:20][CH:21]=3)=[O:27])=[CH:37][CH:36]=2)=[O:35])[CH2:43][CH2:42]1. (6) Given the reactants C([SiH2]O[C:7](C)([CH3:21])[C:8]1[N:9]=[C:10]([CH3:20])[N:11]([C:13]2[CH:18]=[CH:17][C:16]([F:19])=[CH:15][CH:14]=2)[CH:12]=1)(C)(C)C.FC1C=CC(N2C=C(CO)N=C2C)=CC=1.[F-].C([N+](CCCC)(CCCC)CCCC)CCC, predict the reaction product. The product is: [C:7]([C:8]1[N:9]=[C:10]([CH3:20])[N:11]([C:13]2[CH:18]=[CH:17][C:16]([F:19])=[CH:15][CH:14]=2)[CH:12]=1)#[CH:21]. (7) Given the reactants COC[C@H](O)C.[Cl:7][C:8]1[N:13]=[C:12]([O:14][C@@H:15]([CH3:19])[CH2:16][O:17][CH3:18])[C:11]([Cl:20])=[CH:10][N:9]=1, predict the reaction product. The product is: [Cl:7][C:8]1[N:13]=[C:12]([O:14][C@H:15]([CH3:19])[CH2:16][O:17][CH3:18])[C:11]([Cl:20])=[CH:10][N:9]=1. (8) Given the reactants [CH3:1][CH:2]([Si:4]([CH:27]([CH3:29])[CH3:28])([CH:24]([CH3:26])[CH3:25])[O:5][C:6]1[CH:11]=[CH:10][C:9]2[C:12]3([CH2:22][O:23][C:8]=2[CH:7]=1)[C:20]1[C:15](=[CH:16][CH:17]=[CH:18][CH:19]=1)[NH:14][C:13]3=[O:21])[CH3:3].[H-].[Na+].CC1C=CC(S(O[CH2:43][C@H:44]2[CH2:48][CH2:47][CH2:46][O:45]2)(=O)=O)=CC=1, predict the reaction product. The product is: [O:45]1[CH2:46][CH2:47][CH2:48][C@@H:44]1[CH2:43][N:14]1[C:15]2[C:20](=[CH:19][CH:18]=[CH:17][CH:16]=2)[C:12]2([C:9]3[CH:10]=[CH:11][C:6]([O:5][Si:4]([CH:27]([CH3:29])[CH3:28])([CH:2]([CH3:1])[CH3:3])[CH:24]([CH3:26])[CH3:25])=[CH:7][C:8]=3[O:23][CH2:22]2)[C:13]1=[O:21]. (9) Given the reactants Br[C:2]1[CH:7]=[CH:6][C:5]([OH:8])=[CH:4][C:3]=1[C:9]([F:12])([F:11])[F:10].[C:13]1(B(O)O)[CH:18]=[CH:17][CH:16]=[CH:15][CH:14]=1, predict the reaction product. The product is: [F:10][C:9]([F:12])([F:11])[C:3]1[CH:4]=[C:5]([OH:8])[CH:6]=[CH:7][C:2]=1[C:13]1[CH:18]=[CH:17][CH:16]=[CH:15][CH:14]=1.